Dataset: Full USPTO retrosynthesis dataset with 1.9M reactions from patents (1976-2016). Task: Predict the reactants needed to synthesize the given product. (1) Given the product [CH:24]1([CH2:29][NH:14][C:13]2[CH:15]=[CH:16][C:17]([S:19]([CH3:22])(=[O:21])=[O:20])=[CH:18][C:12]=2[C:11]2[C:7]3[C:8](=[C:3]([O:2][CH3:1])[N:4]=[CH:5][CH:6]=3)[N:9]([CH3:23])[CH:10]=2)[CH2:28][CH2:27][CH2:26][CH2:25]1, predict the reactants needed to synthesize it. The reactants are: [CH3:1][O:2][C:3]1[N:4]=[CH:5][CH:6]=[C:7]2[C:11]([C:12]3[CH:18]=[C:17]([S:19]([CH3:22])(=[O:21])=[O:20])[CH:16]=[CH:15][C:13]=3[NH2:14])=[CH:10][N:9]([CH3:23])[C:8]=12.[CH:24]1([CH:29]=O)[CH2:28][CH2:27][CH2:26][CH2:25]1. (2) Given the product [Cl:22][C:20]1[S:21][C:16]2[CH:15]=[C:14]([C:12]([NH:11][C@@H:3]3[CH2:4][C:5]4[C:10](=[CH:9][CH:8]=[CH:7][CH:6]=4)[C@H:2]3[NH:1][C:33](=[O:34])[CH2:32][Cl:31])=[O:13])[NH:18][C:17]=2[C:19]=1[Cl:23], predict the reactants needed to synthesize it. The reactants are: [NH2:1][C@@H:2]1[C:10]2[C:5](=[CH:6][CH:7]=[CH:8][CH:9]=2)[CH2:4][C@H:3]1[NH:11][C:12]([C:14]1[NH:18][C:17]2[C:19]([Cl:23])=[C:20]([Cl:22])[S:21][C:16]=2[CH:15]=1)=[O:13].C(N(CC)CC)C.[Cl:31][CH2:32][C:33](Cl)=[O:34].O.